Regression. Given a peptide amino acid sequence and an MHC pseudo amino acid sequence, predict their binding affinity value. This is MHC class II binding data. From a dataset of Peptide-MHC class II binding affinity with 134,281 pairs from IEDB. The peptide sequence is SLGEAWTGGGSDKAL. The MHC is DRB4_0101 with pseudo-sequence DRB4_0103. The binding affinity (normalized) is 0.165.